From a dataset of Full USPTO retrosynthesis dataset with 1.9M reactions from patents (1976-2016). Predict the reactants needed to synthesize the given product. Given the product [CH3:1][O:2][C:3]([C:5]1([CH2:12][NH2:13])[C:7]2([CH2:8][CH2:9][CH2:10][CH2:11]2)[CH2:6]1)=[O:4], predict the reactants needed to synthesize it. The reactants are: [CH3:1][O:2][C:3]([C:5]1([C:12]#[N:13])[C:7]2([CH2:11][CH2:10][CH2:9][CH2:8]2)[CH2:6]1)=[O:4].[BH4-].[Na+].[H][H].